Dataset: Full USPTO retrosynthesis dataset with 1.9M reactions from patents (1976-2016). Task: Predict the reactants needed to synthesize the given product. (1) Given the product [CH3:1][O:2][C:3]([C:5]1[C:13]2[C:8](=[CH:9][C:10]([Cl:15])=[C:11]([Br:14])[CH:12]=2)[N:7]([S:25]([C:22]2[CH:23]=[CH:24][C:19]([CH3:18])=[CH:20][CH:21]=2)(=[O:27])=[O:26])[CH:6]=1)=[O:4], predict the reactants needed to synthesize it. The reactants are: [CH3:1][O:2][C:3]([C:5]1[C:13]2[C:8](=[CH:9][C:10]([Cl:15])=[C:11]([Br:14])[CH:12]=2)[NH:7][CH:6]=1)=[O:4].[H-].[Na+].[CH3:18][C:19]1[CH:24]=[CH:23][C:22]([S:25](Cl)(=[O:27])=[O:26])=[CH:21][CH:20]=1. (2) Given the product [Cl:3][C:4]1[CH:13]=[CH:12][CH:11]=[C:10]2[C:5]=1[CH2:6][N:7]([C:15]1[CH:20]=[C:19]([O:21][CH2:22][C:23]3[C:28]([F:29])=[CH:27][CH:26]=[CH:25][N:24]=3)[CH:18]=[CH:17][C:16]=1[CH3:30])[C:8](=[O:14])[N:9]2[CH3:31], predict the reactants needed to synthesize it. The reactants are: [H-].[Na+].[Cl:3][C:4]1[CH:13]=[CH:12][CH:11]=[C:10]2[C:5]=1[CH2:6][N:7]([C:15]1[CH:20]=[C:19]([O:21][CH2:22][C:23]3[C:28]([F:29])=[CH:27][CH:26]=[CH:25][N:24]=3)[CH:18]=[CH:17][C:16]=1[CH3:30])[C:8](=[O:14])[NH:9]2.[CH3:31]I.O. (3) Given the product [C@H:1]12[CH2:15][C@H:5]([N:6]([C:8]([O:10][C:11]([CH3:12])([CH3:14])[CH3:13])=[O:9])[CH2:7]1)[CH2:4][N:3]([C:24]([O:26][CH3:27])=[O:25])[CH2:2]2, predict the reactants needed to synthesize it. The reactants are: [C@H:1]12[CH2:15][C@H:5]([N:6]([C:8]([O:10][C:11]([CH3:14])([CH3:13])[CH3:12])=[O:9])[CH2:7]1)[CH2:4][NH:3][CH2:2]2.C(N(CC)CC)C.Cl[C:24]([O:26][CH3:27])=[O:25]. (4) Given the product [CH3:1][C:2]([CH3:22])([CH3:21])[C:3]([NH:5][C:6]1[C:7]([C:8]([O:10][CH3:11])=[O:9])=[C:12]2[C:13]([CH:20]=[CH:19][CH2:18][O:17]2)=[CH:14][C:15]=1[F:16])=[O:4], predict the reactants needed to synthesize it. The reactants are: [CH3:1][C:2]([CH3:22])([CH3:21])[C:3]([NH:5][C:6]1[C:15]([F:16])=[CH:14][CH:13]=[C:12]([O:17][CH2:18][C:19]#[CH:20])[C:7]=1[C:8]([O:10][CH3:11])=[O:9])=[O:4]. (5) Given the product [NH:7]1[C:8]2[C:4](=[CH:3][C:2]([O:1][CH2:18][C:19]([O:21][CH2:22][CH3:23])=[O:20])=[CH:10][CH:9]=2)[CH:5]=[CH:6]1, predict the reactants needed to synthesize it. The reactants are: [OH:1][C:2]1[CH:3]=[C:4]2[C:8](=[CH:9][CH:10]=1)[NH:7][CH:6]=[CH:5]2.C(=O)([O-])[O-].[K+].[K+].Br[CH2:18][C:19]([O:21][CH2:22][CH3:23])=[O:20]. (6) Given the product [CH2:1]([O:2][C:3]1[CH:8]=[CH:7][CH:6]=[CH:5][C:4]=1[C:9]1[N:14]=[CH:13][N:12]=[C:11]([NH:15][C:16]2[CH:17]=[C:18]([CH2:22][S:23]([NH2:26])(=[O:25])=[O:24])[CH:19]=[CH:20][CH:21]=2)[N:10]=1)[C:35]1[CH:36]=[CH:37][CH:38]=[CH:39][CH:40]=1, predict the reactants needed to synthesize it. The reactants are: [CH3:1][O:2][C:3]1[CH:8]=[CH:7][CH:6]=[CH:5][C:4]=1[C:9]1[N:14]=[CH:13][N:12]=[C:11]([NH:15][C:16]2[CH:17]=[C:18]([CH2:22][S:23]([NH2:26])(=[O:25])=[O:24])[CH:19]=[CH:20][CH:21]=2)[N:10]=1.ClC1N=CN=C(N[C:35]2[CH:36]=[C:37](CS(N)(=O)=O)[CH:38]=[CH:39][CH:40]=2)N=1.C(OC1C=CC=CC=1B(O)O)C1C=CC=CC=1. (7) Given the product [Cl:1][C:2]1[CH:3]=[CH:4][C:5]2[N:11]([CH2:12][C:13]3[CH:18]=[CH:17][C:16]([O:19][CH3:20])=[CH:15][C:14]=3[O:21][CH3:22])[C:10](=[O:23])[CH:9]([CH2:24][C:25]([OH:27])=[O:26])[CH2:8][CH:7]([C:29]3[CH:34]=[CH:33][CH:32]=[C:31]([O:35][CH3:36])[C:30]=3[O:37][CH3:38])[C:6]=2[CH:39]=1, predict the reactants needed to synthesize it. The reactants are: [Cl:1][C:2]1[CH:3]=[CH:4][C:5]2[N:11]([CH2:12][C:13]3[CH:18]=[CH:17][C:16]([O:19][CH3:20])=[CH:15][C:14]=3[O:21][CH3:22])[C:10](=[O:23])[CH:9]([CH2:24][C:25]([O:27]C)=[O:26])[CH2:8][CH:7]([C:29]3[CH:34]=[CH:33][CH:32]=[C:31]([O:35][CH3:36])[C:30]=3[O:37][CH3:38])[C:6]=2[CH:39]=1.[OH-].[Li+].Cl. (8) Given the product [O:5]1[C:9]2[CH:10]=[CH:11][C:12]([C:1](=[O:3])[CH3:2])=[CH:13][C:8]=2[CH2:7][CH2:6]1, predict the reactants needed to synthesize it. The reactants are: [C:1](Cl)(=[O:3])[CH3:2].[O:5]1[C:9]2[CH:10]=[CH:11][CH:12]=[CH:13][C:8]=2[CH2:7][CH2:6]1.[Cl-].[Al+3].[Cl-].[Cl-].Cl. (9) The reactants are: [C:1]([O-:6])(=[O:5])[CH2:2][CH2:3][CH3:4].[CH2:7]1[S:11][C@@H:10]([CH2:12][OH:13])[O:9][C@H:8]1[N:14]1[C:19](=[O:20])[N:18]=[C:17]([NH2:21])[C:16]([F:22])=[CH:15]1.C1S[C@H](CO)O[C@@H]1N1C(=O)N=C(N)C(F)=C1. Given the product [CH2:7]1[S:11][C@H:10]([CH2:12][OH:13])[O:9][C@@H:8]1[N:14]1[C:19](=[O:20])[N:18]=[C:17]([NH2:21])[C:16]([F:22])=[CH:15]1.[C:1]([O-:6])(=[O:5])[CH2:2][CH2:3][CH3:4], predict the reactants needed to synthesize it.